From a dataset of Peptide-MHC class II binding affinity with 134,281 pairs from IEDB. Regression. Given a peptide amino acid sequence and an MHC pseudo amino acid sequence, predict their binding affinity value. This is MHC class II binding data. The binding affinity (normalized) is 0.465. The peptide sequence is AAFQGAHARFVAAAA. The MHC is HLA-DPA10201-DPB10101 with pseudo-sequence HLA-DPA10201-DPB10101.